From a dataset of Reaction yield outcomes from USPTO patents with 853,638 reactions. Predict the reaction yield, written as a fraction of the theoretical maximum amount of product (1.0 means a 100% yield; for example, 0.34 means a 34% yield). (1) The product is [ClH:15].[Cl:15][C:16]1[CH:17]=[C:18]([CH:23]([NH:25][C:6]2[CH:7]=[C:8]([N:37]3[CH2:32][CH2:30][NH:29][CH2:26][CH2:28]3)[CH:9]=[CH:10][C:5]=2[C:3](=[O:4])[C:2]([F:14])([F:13])[F:1])[CH3:24])[CH:19]=[C:20]([Cl:22])[CH:21]=1. The yield is 0.0900. The reactants are [F:1][C:2]([F:14])([F:13])[C:3]([C:5]1[CH:10]=[CH:9][C:8](F)=[CH:7][C:6]=1F)=[O:4].[Cl:15][C:16]1[CH:17]=[C:18]([CH:23]([NH2:25])[CH3:24])[CH:19]=[C:20]([Cl:22])[CH:21]=1.[CH:26]([N:29](CC)[CH:30]([CH3:32])C)([CH3:28])C.C(#[N:37])C. No catalyst specified. (2) The product is [CH:1]1([CH2:4][O:5][C:6](=[O:25])[CH:7]([C:12]2[CH:17]=[C:16]([O:18][CH2:19][CH:20]3[CH2:22][CH2:21]3)[C:15]([C:31]3[CH:32]=[CH:33][C:28]([C:27]([F:38])([F:37])[F:26])=[CH:29][CH:30]=3)=[C:14]([Cl:24])[CH:13]=2)[CH2:8][CH:9]([CH3:11])[CH3:10])[CH2:3][CH2:2]1. The catalyst is COCCOC.C1C=CC(P(C2C=CC=CC=2)[C-]2C=CC=C2)=CC=1.C1C=CC(P(C2C=CC=CC=2)[C-]2C=CC=C2)=CC=1.Cl[Pd]Cl.[Fe+2].CCOC(C)=O. The reactants are [CH:1]1([CH2:4][O:5][C:6](=[O:25])[CH:7]([C:12]2[CH:17]=[C:16]([O:18][CH2:19][CH:20]3[CH2:22][CH2:21]3)[C:15](I)=[C:14]([Cl:24])[CH:13]=2)[CH2:8][CH:9]([CH3:11])[CH3:10])[CH2:3][CH2:2]1.[F:26][C:27]([F:38])([F:37])[C:28]1[CH:33]=[CH:32][C:31](B(O)O)=[CH:30][CH:29]=1.[F-].[Cs+].O. The yield is 0.700. (3) The reactants are Cl.[NH2:2][C:3]1[C:8]2=[C:9]([C:19]3[CH:20]=[CH:21][C:22]4[C:26]([CH:27]=3)=[N:25][N:24]([CH2:28][C:29]3[CH:34]=[CH:33][CH:32]=[CH:31][CH:30]=3)[CH:23]=4)[CH:10]=[C:11]([C:12]([CH:14]3[CH2:18][CH2:17][NH:16][CH2:15]3)=[O:13])[N:7]2[N:6]=[CH:5][N:4]=1.C([O-])([O-])=O.[Na+].[Na+].[C:41](Cl)(=[O:43])[CH3:42]. The catalyst is CC#N.CO. The product is [NH2:2][C:3]1[C:8]2=[C:9]([C:19]3[CH:20]=[CH:21][C:22]4[C:26]([CH:27]=3)=[N:25][N:24]([CH2:28][C:29]3[CH:30]=[CH:31][CH:32]=[CH:33][CH:34]=3)[CH:23]=4)[CH:10]=[C:11]([C:12]([CH:14]3[CH2:18][CH2:17][N:16]([C:41](=[O:43])[CH3:42])[CH2:15]3)=[O:13])[N:7]2[N:6]=[CH:5][N:4]=1. The yield is 0.480. (4) The reactants are [Cl:1][C:2]1[CH:20]=[C:19]([Cl:21])[CH:18]=[CH:17][C:3]=1[CH:4]([O:12][CH:13]1[CH2:16][NH:15][CH2:14]1)[C:5]1[CH:10]=[CH:9][C:8]([Cl:11])=[CH:7][CH:6]=1.[C:22]1([S:28](Cl)(=[O:30])=[O:29])[CH:27]=[CH:26][CH:25]=[CH:24][CH:23]=1.C(=O)([O-])[O-]. The catalyst is ClCCl. The product is [C:22]1([S:28]([N:15]2[CH2:14][CH:13]([O:12][CH:4]([C:5]3[CH:10]=[CH:9][C:8]([Cl:11])=[CH:7][CH:6]=3)[C:3]3[CH:17]=[CH:18][C:19]([Cl:21])=[CH:20][C:2]=3[Cl:1])[CH2:16]2)(=[O:30])=[O:29])[CH:27]=[CH:26][CH:25]=[CH:24][CH:23]=1. The yield is 0.520. (5) The reactants are [Br:1][C:2]1[S:3][C:4](Br)=[CH:5][CH:6]=1.[CH3:8][N:9]1[C:17]2[C:12](=[CH:13][C:14](B(O)O)=[CH:15][CH:16]=2)[CH:11]=[CH:10]1. No catalyst specified. The product is [Br:1][C:2]1[S:3][C:4]([C:14]2[CH:13]=[C:12]3[C:17](=[CH:16][CH:15]=2)[N:9]([CH3:8])[CH:10]=[CH:11]3)=[CH:5][CH:6]=1. The yield is 0.570. (6) The reactants are [NH:1]1[CH2:6][CH2:5][CH:4]([C:7]([N:9]2[CH2:14][CH2:13][O:12][CH2:11][CH2:10]2)=[O:8])[CH2:3][CH2:2]1.[C:15]1([CH:21]([C:27]2[CH:32]=[CH:31][CH:30]=[CH:29][CH:28]=2)[N:22]2[CH2:25][C:24](=O)[CH2:23]2)[CH:20]=[CH:19][CH:18]=[CH:17][CH:16]=1. The catalyst is CO.C(O)(=O)C. The product is [C:15]1([CH:21]([C:27]2[CH:32]=[CH:31][CH:30]=[CH:29][CH:28]=2)[N:22]2[CH2:25][CH:24]([N:1]3[CH2:6][CH2:5][CH:4]([C:7]([N:9]4[CH2:14][CH2:13][O:12][CH2:11][CH2:10]4)=[O:8])[CH2:3][CH2:2]3)[CH2:23]2)[CH:16]=[CH:17][CH:18]=[CH:19][CH:20]=1. The yield is 0.830. (7) The reactants are [O:1]1[CH:5]=[CH:4][N:3]=[C:2]1[C:6]1[N:11]=[C:10]2[CH2:12][CH2:13][CH2:14][C:9]2=[C:8]([NH:15][C:16]2[CH:21]=[CH:20][C:19]([CH2:22][C:23]([O:25]CC)=O)=[CH:18][CH:17]=2)[CH:7]=1.[NH3:28]. The catalyst is CO. The product is [O:1]1[CH:5]=[CH:4][N:3]=[C:2]1[C:6]1[N:11]=[C:10]2[CH2:12][CH2:13][CH2:14][C:9]2=[C:8]([NH:15][C:16]2[CH:21]=[CH:20][C:19]([CH2:22][C:23]([NH2:28])=[O:25])=[CH:18][CH:17]=2)[CH:7]=1. The yield is 0.630. (8) The reactants are [Cl:1][C:2]1[CH:3]=[N+:4]([O-:27])[CH:5]=[C:6]([Cl:26])[C:7]=1[CH2:8][C@@H:9]([C:11]1[CH:16]=[CH:15][C:14]([O:17][CH:18]([F:20])[F:19])=[C:13]([O:21][CH2:22][CH:23]2[CH2:25][CH2:24]2)[CH:12]=1)[OH:10].C(Cl)CCl.[NH2:32][C:33]1[CH:38]=[CH:37][C:36]([S:39]([N:42]2[CH2:46][CH2:45][S:44][CH:43]2[C:47](O)=[O:48])(=[O:41])=[O:40])=[CH:35][CH:34]=1.O. The catalyst is CN(C=O)C.CN(C1C=CN=CC=1)C. The product is [NH2:32][C:33]1[CH:38]=[CH:37][C:36]([S:39]([N:42]2[CH2:46][CH2:45][S:44][CH:43]2[C:47]([O:10][C@H:9]([C:11]2[CH:16]=[CH:15][C:14]([O:17][CH:18]([F:20])[F:19])=[C:13]([O:21][CH2:22][CH:23]3[CH2:25][CH2:24]3)[CH:12]=2)[CH2:8][C:7]2[C:6]([Cl:26])=[CH:5][N+:4]([O-:27])=[CH:3][C:2]=2[Cl:1])=[O:48])(=[O:41])=[O:40])=[CH:35][CH:34]=1. The yield is 0.980. (9) The reactants are [F:1][C:2]1[CH:3]=[C:4]([CH:7]=[CH:8][C:9]=1[O:10][CH2:11][C:12]1[CH:17]=[CH:16][C:15]([F:18])=[CH:14][N:13]=1)[CH:5]=O.[N+:19]([CH3:22])([O-:21])=[O:20].C([O-])(=O)C.[NH4+].[BH4-].[Na+]. The catalyst is O.C(O)(=O)C.CS(C)=O.C(OCC)(=O)C. The product is [F:18][C:15]1[CH:16]=[CH:17][C:12]([CH2:11][O:10][C:9]2[CH:8]=[CH:7][C:4]([CH2:5][CH2:22][N+:19]([O-:21])=[O:20])=[CH:3][C:2]=2[F:1])=[N:13][CH:14]=1. The yield is 0.460. (10) The reactants are C[O:2][C:3]([CH:5]1[CH2:9][C:8]([F:11])([F:10])[CH2:7][N:6]1[C:12]([O:14][C:15]([CH3:18])([CH3:17])[CH3:16])=[O:13])=[O:4].[OH-].[Li+]. The catalyst is C(#N)C.O. The product is [C:15]([O:14][C:12]([N:6]1[CH2:7][C:8]([F:10])([F:11])[CH2:9][CH:5]1[C:3]([OH:4])=[O:2])=[O:13])([CH3:18])([CH3:16])[CH3:17]. The yield is 0.956.